This data is from Full USPTO retrosynthesis dataset with 1.9M reactions from patents (1976-2016). The task is: Predict the reactants needed to synthesize the given product. (1) The reactants are: Br[CH2:2][C:3]1[CH:4]=[CH:5][C:6]2[N:7]([C:9]([CH3:15])=[C:10]([CH:12]([CH3:14])[CH3:13])[N:11]=2)[CH:8]=1.[Cl:16][C:17]1[N:18]=[C:19]([NH:26][CH2:27][C:28]2[C:33]([Cl:34])=[CH:32][CH:31]=[C:30]([O:35][CH3:36])[C:29]=2[F:37])[C:20]2[C:21](=[N:23][NH:24][CH:25]=2)[N:22]=1.C([O-])([O-])=O.[Cs+].[Cs+]. Given the product [Cl:16][C:17]1[N:18]=[C:19]([NH:26][CH2:27][C:28]2[C:33]([Cl:34])=[CH:32][CH:31]=[C:30]([O:35][CH3:36])[C:29]=2[F:37])[C:20]2[C:21](=[N:23][N:24]([CH2:2][C:3]3[CH:4]=[CH:5][C:6]4[N:7]([C:9]([CH3:15])=[C:10]([CH:12]([CH3:14])[CH3:13])[N:11]=4)[CH:8]=3)[CH:25]=2)[N:22]=1, predict the reactants needed to synthesize it. (2) Given the product [NH:11]1[CH2:12][CH2:13][CH2:14][CH2:15][C@H:9]([NH:8][C:6](=[O:7])[O:5][C:1]([CH3:3])([CH3:2])[CH3:4])[CH2:10]1, predict the reactants needed to synthesize it. The reactants are: [C:1]([O:5][C:6]([NH:8][C@H:9]1[CH2:15][CH2:14][CH2:13][CH2:12][N:11](C(OCC2C=CC=CC=2)=O)[CH2:10]1)=[O:7])([CH3:4])([CH3:3])[CH3:2].[H][H]. (3) Given the product [ClH:1].[F:24][CH:23]([F:25])[O:22][C:21]1[CH:20]=[CH:19][C:18]([F:26])=[CH:17][C:16]=1[C@H:11]1[CH2:12][CH2:13][CH2:14][NH:10]1, predict the reactants needed to synthesize it. The reactants are: [ClH:1].FC1C=CC(F)=CC=1[N:10]1[CH2:14][CH2:13][CH2:12][CH2:11]1.Br[C:16]1[CH:17]=[C:18]([F:26])[CH:19]=[CH:20][C:21]=1[O:22][CH:23]([F:25])[F:24]. (4) Given the product [CH2:1]1[CH2:6][N:5]([C:7]2[CH:12]=[CH:11][C:10]([NH2:13])=[CH:9][C:8]=2[F:16])[CH2:4][CH:3]([CH2:17][OH:18])[CH2:2]1, predict the reactants needed to synthesize it. The reactants are: [CH2:1]1[CH2:6][N:5]([C:7]2[CH:12]=[CH:11][C:10]([N+:13]([O-])=O)=[CH:9][C:8]=2[F:16])[CH2:4][CH:3]([CH2:17][OH:18])[CH2:2]1. (5) Given the product [CH2:44]1[O:17][P:14]([OH:16])(=[O:15])[O:42][C@H:41]2[C@@H:39]([OH:40])[C@H:38]([N:47]3[C:56]4[N:55]=[CH:54][N:53]=[C:51]([NH2:52])[C:50]=4[N:49]=[CH:48]3)[O:46][C@H:43]12, predict the reactants needed to synthesize it. The reactants are: N1C(N)=C2C(=NC=N2)NC=1.C([P:14]([OH:17])([OH:16])=[O:15])(O)=O.CCCCOC1C=C(CC2NC(=O)NC2)C=CC=1OC.[C@@H:38]1([N:47]2[C:56]3[N:55]=[CH:54][N:53]=[C:51]([NH2:52])[C:50]=3[N:49]=[CH:48]2)[O:46][C@H:43]([CH2:44]O)[C@@H:41]([OH:42])[C@H:39]1[OH:40]. (6) Given the product [NH:1]1[CH:5]=[CH:4][N:3]=[C:2]1[C:6]1[CH:7]=[CH:8][C:9]([CH3:36])=[C:10]([NH:12][C:13](=[O:14])[C:15]2[CH:16]=[CH:17][C:18]([O:19][CH2:20][CH:21]3[CH2:26][CH2:25][CH2:24][CH2:23][NH:22]3)=[CH:34][CH:35]=2)[CH:11]=1, predict the reactants needed to synthesize it. The reactants are: [NH:1]1[CH:5]=[CH:4][N:3]=[C:2]1[C:6]1[CH:7]=[CH:8][C:9]([CH3:36])=[C:10]([NH:12][C:13]([C:15]2[CH:35]=[CH:34][C:18]([O:19][CH2:20][CH:21]3[CH2:26][CH2:25][CH2:24][CH2:23][N:22]3C(OC(C)(C)C)=O)=[CH:17][CH:16]=2)=[O:14])[CH:11]=1.Cl. (7) Given the product [I:1][C:20]1[NH:19][C:18]([C:14]2([CH3:13])[CH2:17][O:16][CH2:15]2)=[N:22][C:21]=1[C:23]([F:26])([F:24])[F:25], predict the reactants needed to synthesize it. The reactants are: [I:1]C1NC(C2(C)COC2)=NC=1C.[CH3:13][C:14]1([C:18]2[NH:19][CH:20]=[C:21]([C:23]([F:26])([F:25])[F:24])[N:22]=2)[CH2:17][O:16][CH2:15]1.CC1N=C(C2(C)COC2)NC=1. (8) Given the product [Cl:14][C:15]1[CH:35]=[CH:34][C:18]([CH2:19][N:20]2[C:28]3[C:23](=[CH:24][C:25]([C:29](=[O:30])[NH:13][C@H:11]([C:7]4[CH:8]=[CH:9][CH:10]=[C:5]([CH:2]([CH3:4])[CH3:3])[CH:6]=4)[CH3:12])=[CH:26][CH:27]=3)[C:22]([CH3:32])=[C:21]2[CH3:33])=[CH:17][C:16]=1[O:36][C@@H:37]([CH2:42][CH3:43])[C:38]([O:40][CH3:41])=[O:39], predict the reactants needed to synthesize it. The reactants are: Cl.[CH:2]([C:5]1[CH:6]=[C:7]([C@@H:11]([NH2:13])[CH3:12])[CH:8]=[CH:9][CH:10]=1)([CH3:4])[CH3:3].[Cl:14][C:15]1[CH:35]=[CH:34][C:18]([CH2:19][N:20]2[C:28]3[C:23](=[CH:24][C:25]([C:29](O)=[O:30])=[CH:26][CH:27]=3)[C:22]([CH3:32])=[C:21]2[CH3:33])=[CH:17][C:16]=1[O:36][C@@H:37]([CH2:42][CH3:43])[C:38]([O:40][CH3:41])=[O:39]. (9) Given the product [Br:22][C:4]1[C:5]2[C:10]([NH:11][CH:12]3[CH2:17][CH2:16][CH:15]([N:18]([CH3:19])[CH3:20])[CH2:14][CH2:13]3)=[N:9][CH:8]=[N:7][C:6]=2[S:21][C:3]=1[CH2:1][CH3:2], predict the reactants needed to synthesize it. The reactants are: [CH2:1]([C:3]1[S:21][C:6]2[N:7]=[CH:8][N:9]=[C:10]([NH:11][CH:12]3[CH2:17][CH2:16][CH:15]([N:18]([CH3:20])[CH3:19])[CH2:14][CH2:13]3)[C:5]=2[CH:4]=1)[CH3:2].[Br:22]Br. (10) Given the product [CH2:24]([O:22][C:21]([C:20]1[C:4]2[O:3][B:2]([OH:1])[C@@H:7]([NH:8][C:9](=[O:16])[CH2:10][NH:11][C:12]([O:14][CH3:15])=[O:13])[CH2:6][C:5]=2[CH:17]=[CH:18][CH:19]=1)=[O:23])[CH3:25], predict the reactants needed to synthesize it. The reactants are: [OH:1][B:2]1[CH:7]([NH:8][C:9](=[O:16])[CH2:10][NH:11][C:12]([O:14][CH3:15])=[O:13])[CH2:6][C:5]2[CH:17]=[CH:18][CH:19]=[C:20]([C:21]([OH:23])=[O:22])[C:4]=2[O:3]1.[CH2:24](O)[CH3:25].